The task is: Predict the reactants needed to synthesize the given product.. This data is from Full USPTO retrosynthesis dataset with 1.9M reactions from patents (1976-2016). (1) The reactants are: CC(OC(/N=N/C(OC(C)C)=O)=O)C.[Br:15][C:16]1[CH:17]=[C:18]([Cl:27])[CH:19]=[C:20]2[C:25]=1[O:24][CH2:23][CH2:22][CH:21]2[OH:26].O[C:29]1[CH:34]=[CH:33][CH:32]=[CH:31][C:30]=1[CH2:35][C:36]([O:38][C:39]([CH3:42])([CH3:41])[CH3:40])=[O:37].C1C=CC(P(C2C=CC=CC=2)C2C=CC=CC=2)=CC=1.[NH4+].[Cl-]. Given the product [Br:15][C:16]1[CH:17]=[C:18]([Cl:27])[CH:19]=[C:20]2[C:25]=1[O:24][CH2:23][CH2:22][CH:21]2[O:26][C:29]1[CH:34]=[CH:33][CH:32]=[CH:31][C:30]=1[CH2:35][C:36]([O:38][C:39]([CH3:42])([CH3:41])[CH3:40])=[O:37], predict the reactants needed to synthesize it. (2) Given the product [CH3:39][S:36]([C:33]1[CH:32]=[CH:31][C:30]([CH2:29][N:25]2[C:24](=[O:40])[C:23]3([CH2:22][CH2:21][N:20]([CH2:19][C@@H:10]4[C@@H:11]([C:13]5[CH:18]=[CH:17][CH:16]=[CH:15][CH:14]=5)[CH2:12][NH:8][CH2:9]4)[CH2:42][CH2:41]3)[NH:27][C:26]2=[O:28])=[CH:35][CH:34]=1)(=[O:37])=[O:38], predict the reactants needed to synthesize it. The reactants are: C(OC([N:8]1[CH2:12][C@H:11]([C:13]2[CH:18]=[CH:17][CH:16]=[CH:15][CH:14]=2)[C@@H:10]([CH2:19][N:20]2[CH2:42][CH2:41][C:23]3([NH:27][C:26](=[O:28])[N:25]([CH2:29][C:30]4[CH:35]=[CH:34][C:33]([S:36]([CH3:39])(=[O:38])=[O:37])=[CH:32][CH:31]=4)[C:24]3=[O:40])[CH2:22][CH2:21]2)[CH2:9]1)=O)(C)(C)C.C(O)(C(F)(F)F)=O. (3) Given the product [O:1]1[C:5]2[CH:6]=[CH:7][C:8]([C:10]3([C:13]([NH:15][C:16]4[CH:17]=[CH:18][C:19]([CH3:31])=[C:20]([C:22]5[CH:27]=[C:26]([CH3:28])[C:25](=[O:29])[NH:24][CH:23]=5)[N:21]=4)=[O:14])[CH2:12][CH2:11]3)=[CH:9][C:4]=2[CH2:3][CH2:2]1, predict the reactants needed to synthesize it. The reactants are: [O:1]1[C:5]2[CH:6]=[CH:7][C:8]([C:10]3([C:13]([NH:15][C:16]4[N:21]=[C:20]([C:22]5[CH:23]=[N:24][C:25]([O:29]C)=[C:26]([CH3:28])[CH:27]=5)[C:19]([CH3:31])=[CH:18][CH:17]=4)=[O:14])[CH2:12][CH2:11]3)=[CH:9][C:4]=2[CH2:3][CH2:2]1.I[Si](C)(C)C. (4) Given the product [Br:25][C:26]1[CH:27]=[C:28]2[C:35]([C:36]([NH:2][CH3:1])=[O:37])=[C:34]([C:39]3[CH:44]=[CH:43][C:42]([F:45])=[CH:41][CH:40]=3)[O:33][C:29]2=[N:30][C:31]=1[Cl:32], predict the reactants needed to synthesize it. The reactants are: [CH3:1][N:2](C(ON1N=NC2C=CC=NC1=2)=[N+](C)C)C.F[P-](F)(F)(F)(F)F.[Br:25][C:26]1[CH:27]=[C:28]2[C:35]([C:36](O)=[O:37])=[C:34]([C:39]3[CH:44]=[CH:43][C:42]([F:45])=[CH:41][CH:40]=3)[O:33][C:29]2=[N:30][C:31]=1[Cl:32].Cl.CN.CCN(C(C)C)C(C)C. (5) Given the product [F:28][C:26]1[CH:25]=[CH:24][C:23]([S:29]([CH3:32])(=[O:30])=[O:31])=[C:22]([C:20]2[N:19]=[C:18]([N:33]3[CH2:38][CH2:37][O:36][CH2:35][C@@H:34]3[CH3:39])[N:17]=[C:16]([C:13]3[CH:14]=[CH:15][C:10]([NH:9][C:8]([NH:47][CH:45]4[CH2:46][CH:43]([O:42][CH3:41])[CH2:44]4)=[O:40])=[CH:11][CH:12]=3)[CH:21]=2)[CH:27]=1, predict the reactants needed to synthesize it. The reactants are: C1(O[C:8](=[O:40])[NH:9][C:10]2[CH:15]=[CH:14][C:13]([C:16]3[CH:21]=[C:20]([C:22]4[CH:27]=[C:26]([F:28])[CH:25]=[CH:24][C:23]=4[S:29]([CH3:32])(=[O:31])=[O:30])[N:19]=[C:18]([N:33]4[CH2:38][CH2:37][O:36][CH2:35][C@@H:34]4[CH3:39])[N:17]=3)=[CH:12][CH:11]=2)C=CC=CC=1.[CH3:41][O:42][CH:43]1[CH2:46][CH:45]([NH2:47])[CH2:44]1. (6) Given the product [CH3:27][C@@H:23]([NH:22][C:20]([C:18]1[CH:17]=[CH:16][C:13]2[N:14]([CH3:15])[C:10]([NH:9][C:7]3[S:8][C:4]4[CH:3]=[C:2]([Cl:1])[CH:29]=[CH:28][C:5]=4[N:6]=3)=[N:11][C:12]=2[CH:19]=1)=[O:21])[C:24]([N:34]1[CH2:35][CH2:36][N:31]([CH3:30])[CH2:32][CH2:33]1)=[O:25], predict the reactants needed to synthesize it. The reactants are: [Cl:1][C:2]1[CH:29]=[CH:28][C:5]2[N:6]=[C:7]([NH:9][C:10]3[N:14]([CH3:15])[C:13]4[CH:16]=[CH:17][C:18]([C:20]([NH:22][C@H:23]([CH3:27])[C:24](O)=[O:25])=[O:21])=[CH:19][C:12]=4[N:11]=3)[S:8][C:4]=2[CH:3]=1.[CH3:30][N:31]1[CH2:36][CH2:35][NH:34][CH2:33][CH2:32]1.CN(C(ON1N=NC2C=CC=CC1=2)=[N+](C)C)C.F[P-](F)(F)(F)(F)F.CCN(C(C)C)C(C)C.